The task is: Predict which catalyst facilitates the given reaction.. This data is from Catalyst prediction with 721,799 reactions and 888 catalyst types from USPTO. (1) Reactant: [CH2:1]([NH:8][C:9]1[CH:14]=[CH:13][C:12]([C:15](=O)[CH:16]([CH3:21])[CH2:17][C:18](O)=[O:19])=[CH:11][C:10]=1[N+:23]([O-:25])=[O:24])[C:2]1[CH:7]=[CH:6][CH:5]=[CH:4][CH:3]=1.O.[NH2:27][NH2:28].C(O)(=O)C. Product: [CH2:1]([NH:8][C:9]1[CH:14]=[CH:13][C:12]([C:15]2[CH:16]([CH3:21])[CH2:17][C:18](=[O:19])[NH:27][N:28]=2)=[CH:11][C:10]=1[N+:23]([O-:25])=[O:24])[C:2]1[CH:7]=[CH:6][CH:5]=[CH:4][CH:3]=1. The catalyst class is: 8. (2) The catalyst class is: 3. Reactant: [C:1]1([OH:7])[CH:6]=[CH:5][CH:4]=[CH:3][CH:2]=1.[H-].[Na+].[CH3:10][O:11][C:12](=[O:33])[CH2:13][C@@H:14]1[CH2:18][S:17][C:16]([C:19]2[NH:20][C:21]3[C:26]([CH:27]=2)=[CH:25][C:24]([CH2:28]Cl)=[CH:23][C:22]=3[N+:30]([O-:32])=[O:31])=[N:15]1.[NH4+].[Cl-]. Product: [CH3:10][O:11][C:12](=[O:33])[CH2:13][C@@H:14]1[CH2:18][S:17][C:16]([C:19]2[NH:20][C:21]3[C:26]([CH:27]=2)=[CH:25][C:24]([CH2:28][O:7][C:1]2[CH:6]=[CH:5][CH:4]=[CH:3][CH:2]=2)=[CH:23][C:22]=3[N+:30]([O-:32])=[O:31])=[N:15]1. (3) Reactant: C(OC(=O)[NH:7][C@@H:8]1[CH2:13][CH2:12][CH2:11][CH2:10][C@@H:9]1[NH:14][C:15]1[N:16]=[CH:17][C:18]2[C:24](=[O:25])[NH:23][CH:22]=[C:21]([C:26]3[CH:27]=[N:28][N:29]([CH3:31])[CH:30]=3)[C:19]=2[N:20]=1)(C)(C)C.C(OC(=O)C)C.Cl. Product: [NH2:7][C@@H:8]1[CH2:13][CH2:12][CH2:11][CH2:10][C@@H:9]1[NH:14][C:15]1[N:16]=[CH:17][C:18]2[C:24](=[O:25])[NH:23][CH:22]=[C:21]([C:26]3[CH:27]=[N:28][N:29]([CH3:31])[CH:30]=3)[C:19]=2[N:20]=1. The catalyst class is: 6. (4) Reactant: [CH3:1][O:2][C:3](=[O:35])[C:4]1[CH:9]=[CH:8][C:7]([C:10]([C:15]2[N:24](S(C3C=CC=CC=3)(=O)=O)[C:18]3=[N:19][CH:20]=[C:21]([F:23])[CH:22]=[C:17]3[CH:16]=2)=[CH:11][CH:12]([CH3:14])[CH3:13])=[CH:6][C:5]=1[F:34].[F-].C([N+](CCCC)(CCCC)CCCC)CCC. Product: [CH3:1][O:2][C:3](=[O:35])[C:4]1[CH:9]=[CH:8][C:7]([C:10]([C:15]2[NH:24][C:18]3=[N:19][CH:20]=[C:21]([F:23])[CH:22]=[C:17]3[CH:16]=2)=[CH:11][CH:12]([CH3:14])[CH3:13])=[CH:6][C:5]=1[F:34]. The catalyst class is: 7. (5) Reactant: Cl[C:2]1[C:11]([N:12]([CH3:16])[CH:13]([CH3:15])[CH3:14])=[N:10][C:9]2[C:4](=[CH:5][CH:6]=[C:7]([C:17]#[N:18])[CH:8]=2)[N:3]=1.[CH3:19][C:20]1[NH:21][C:22]2[C:27]([CH:28]=1)=[CH:26][C:25](B1OC(C)(C)C(C)(C)O1)=[CH:24][CH:23]=2.C(=O)([O-])[O-].[K+].[K+].O. Product: [CH3:16][N:12]([CH:13]([CH3:15])[CH3:14])[C:11]1[C:2]([C:25]2[CH:26]=[C:27]3[C:22](=[CH:23][CH:24]=2)[NH:21][C:20]([CH3:19])=[CH:28]3)=[N:3][C:4]2[C:9]([N:10]=1)=[CH:8][C:7]([C:17]#[N:18])=[CH:6][CH:5]=2. The catalyst class is: 104. (6) Reactant: FC(F)(F)C(O)=O.[Br:8][C:9]1[CH:10]=[C:11]([C:14]2([C:34]#[N:35])[CH:18]([CH2:19][C:20]([CH3:23])([CH3:22])[CH3:21])[NH:17][CH:16]([C:24](O)=[O:25])[CH:15]2[C:27]2[CH:32]=[CH:31][CH:30]=[C:29]([Cl:33])[CH:28]=2)[S:12][CH:13]=1.[CH3:36][C:37]1([CH3:45])[O:41][C@@H:40]([CH2:42][CH2:43][NH2:44])[CH2:39][O:38]1.F[P-](F)(F)(F)(F)F.N1(OC(N(C)C)=[N+](C)C)C2N=CC=CC=2N=N1.CCN(C(C)C)C(C)C. The catalyst class is: 4. Product: [CH3:36][C:37]1([CH3:45])[O:41][C@@H:40]([CH2:42][CH2:43][NH:44][C:24]([CH:16]2[CH:15]([C:27]3[CH:32]=[CH:31][CH:30]=[C:29]([Cl:33])[CH:28]=3)[C:14]([C:11]3[S:12][CH:13]=[C:9]([Br:8])[CH:10]=3)([C:34]#[N:35])[CH:18]([CH2:19][C:20]([CH3:23])([CH3:22])[CH3:21])[NH:17]2)=[O:25])[CH2:39][O:38]1. (7) Product: [Br:1][C:2]1[CH:3]=[C:4]([NH:5][C:21]([NH:20][C:17]2[CH:18]=[CH:19][C:14]([Cl:13])=[C:15]([C:23]([F:25])([F:24])[F:26])[CH:16]=2)=[O:22])[CH:6]=[C:7]([C:9]([F:10])([F:11])[F:12])[CH:8]=1. Reactant: [Br:1][C:2]1[CH:3]=[C:4]([CH:6]=[C:7]([C:9]([F:12])([F:11])[F:10])[CH:8]=1)[NH2:5].[Cl:13][C:14]1[CH:19]=[CH:18][C:17]([N:20]=[C:21]=[O:22])=[CH:16][C:15]=1[C:23]([F:26])([F:25])[F:24]. The catalyst class is: 4.